Dataset: Catalyst prediction with 721,799 reactions and 888 catalyst types from USPTO. Task: Predict which catalyst facilitates the given reaction. (1) The catalyst class is: 32. Product: [CH2:24]([O:23][CH2:22][CH2:21][N:14]1[C:15]2=[N:16][CH:17]=[CH:18][CH:19]=[C:20]2[C:12]([N:16]2[CH2:17][CH2:18][CH2:19][CH2:20][CH2:15]2)=[CH:13]1)[CH3:25]. Reactant: C(OC(N1CCC([C:12]2[C:20]3[C:15](=[N:16][CH:17]=[CH:18][CH:19]=3)[N:14]([CH2:21][CH2:22][O:23][CH2:24][CH3:25])[CH:13]=2)CC1)=O)C.[OH-].[K+]. (2) Reactant: O1CCOCC1.Br[C:8]1[C:12]([CH3:14])([CH3:13])[O:11]/[C:10](=[C:15]2/[C:16](=[O:25])[NH:17][C:18]3[C:23]/2=[CH:22][CH:21]=[C:20]([F:24])[CH:19]=3)/[CH:9]=1.[CH:26]([C:28]1[S:32][CH:31]=[C:30](B(O)O)[CH:29]=1)=[O:27].C([O-])([O-])=O.[Na+].[Na+]. Product: [F:24][C:20]1[CH:19]=[C:18]2[C:23](/[C:15](=[C:10]3/[CH:9]=[C:8]([C:30]4[CH:29]=[C:28]([CH:26]=[O:27])[S:32][CH:31]=4)[C:12]([CH3:14])([CH3:13])[O:11]/3)/[C:16](=[O:25])[NH:17]2)=[CH:22][CH:21]=1. The catalyst class is: 189.